This data is from Forward reaction prediction with 1.9M reactions from USPTO patents (1976-2016). The task is: Predict the product of the given reaction. (1) Given the reactants [CH:1]1([S:4]([C:7]2[N:12]=[C:11]([CH3:13])[C:10](N)=[CH:9][CH:8]=2)(=[O:6])=[O:5])[CH2:3][CH2:2]1.B(F)(F)F.CC[O:21]CC.N(OC(C)(C)C)=O.C(O)(=O)C.O, predict the reaction product. The product is: [CH:1]1([S:4]([C:7]2[N:12]=[C:11]([CH3:13])[C:10]([OH:21])=[CH:9][CH:8]=2)(=[O:6])=[O:5])[CH2:3][CH2:2]1. (2) Given the reactants [CH3:1][O:2][C:3]1[CH:4]=[C:5]([CH:9]=[CH:10][C:11]=1[NH:12][C:13]1[N:14]=[CH:15][C:16]2[N:22]([CH3:23])[C:21](=[O:24])[CH2:20][CH2:19][N:18]([CH:25]3[CH2:29][CH2:28][CH2:27][CH:26]3[CH3:30])[C:17]=2[N:31]=1)[C:6]([OH:8])=O.F[P-](F)(F)(F)(F)F.CN(C(N(C)C)=[N+]1C2C(=NC=CC=2)[N+]([O-])=N1)C.C(N(C(C)C)C(C)C)C.[NH2:65][CH:66]1[CH2:71][CH2:70][N:69]([CH3:72])[CH2:68][CH2:67]1, predict the reaction product. The product is: [CH3:1][O:2][C:3]1[CH:4]=[C:5]([CH:9]=[CH:10][C:11]=1[NH:12][C:13]1[N:14]=[CH:15][C:16]2[N:22]([CH3:23])[C:21](=[O:24])[CH2:20][CH2:19][N:18]([CH:25]3[CH2:29][CH2:28][CH2:27][CH:26]3[CH3:30])[C:17]=2[N:31]=1)[C:6]([NH:65][CH:66]1[CH2:71][CH2:70][N:69]([CH3:72])[CH2:68][CH2:67]1)=[O:8]. (3) Given the reactants I[C:2]1[CH:3]=[C:4]([C:8]2[C:17]3[C:12](=[CH:13][C:14]([C:18]4[CH:23]=[CH:22][CH:21]=[C:20]([O:24][CH3:25])[CH:19]=4)=[CH:15][CH:16]=3)[CH:11]=[CH:10][C:9]=2[O:26][CH3:27])[CH:5]=[CH:6][CH:7]=1.C1CCN2C(=NCCC2)CC1.[CH3:39][S:40]([NH2:43])(=[O:42])=[O:41].[O:44]1CCOC[CH2:45]1, predict the reaction product. The product is: [CH3:27][O:26][C:9]1[CH:10]=[CH:11][C:12]2[C:17](=[CH:16][CH:15]=[C:14]([C:18]3[CH:23]=[CH:22][CH:21]=[C:20]([O:24][CH3:25])[CH:19]=3)[CH:13]=2)[C:8]=1[C:4]1[CH:3]=[C:2]([CH:7]=[CH:6][CH:5]=1)[C:45]([NH:43][S:40]([CH3:39])(=[O:42])=[O:41])=[O:44]. (4) The product is: [Cl:1][C:2]1[CH:3]=[CH:4][C:5]2[N:11]3[C:14]([CH2:15][O:16][CH3:17])=[N:13][N:12]=[C:10]3[C@@H:9]([CH2:19][C:20]([O:22][CH2:23][CH3:24])=[O:21])[O:8][C@H:7]([C:25]3[CH:30]=[CH:29][CH:28]=[C:27]([O:31][CH3:32])[C:26]=3[O:33][CH3:34])[C:6]=2[CH:35]=1. Given the reactants [Cl:1][C:2]1[CH:3]=[CH:4][C:5]2[NH:11][C:10](=[N:12][NH:13][C:14](=O)[CH2:15][O:16][CH3:17])[C@@H:9]([CH2:19][C:20]([O:22][CH2:23][CH3:24])=[O:21])[O:8][C@H:7]([C:25]3[CH:30]=[CH:29][CH:28]=[C:27]([O:31][CH3:32])[C:26]=3[O:33][CH3:34])[C:6]=2[CH:35]=1, predict the reaction product. (5) Given the reactants N(C(OCC)=O)=NC(OCC)=O.[C:13]1([CH3:27])[CH:18]=[CH:17][C:16]([S:19]([O:22][CH2:23][CH:24]([OH:26])[CH3:25])(=[O:21])=[O:20])=[CH:15][CH:14]=1.C1(P(C2C=CC=CC=2)C2C=CC=CC=2)C=CC=CC=1.[I:47][C:48]1[CH:53]=[C:52]([O:54][C:55]([F:58])([F:57])[F:56])[CH:51]=[CH:50][C:49]=1O, predict the reaction product. The product is: [I:47][C:48]1[CH:53]=[C:52]([O:54][C:55]([F:56])([F:57])[F:58])[CH:51]=[CH:50][C:49]=1[O:26][CH:24]([CH3:25])[CH2:23][O:22][S:19]([C:16]1[CH:15]=[CH:14][C:13]([CH3:27])=[CH:18][CH:17]=1)(=[O:20])=[O:21]. (6) Given the reactants [CH3:1][N:2]1[CH2:7][CH2:6][N:5]([C:8]2[CH:22]=[CH:21][C:11]3[NH:12][C:13]([CH2:15][C:16]([O:18]CC)=O)=[N:14][C:10]=3[CH:9]=2)[CH2:4][CH2:3]1.[NH2:23][C:24]1[CH:25]=[N:26][CH:27]=[CH:28][C:29]=1[C:30]#[N:31], predict the reaction product. The product is: [NH2:31][C:30]1[C:29]2[C:24](=[CH:25][N:26]=[CH:27][CH:28]=2)[NH:23][C:16](=[O:18])[C:15]=1[C:13]1[NH:12][C:11]2[CH:21]=[CH:22][C:8]([N:5]3[CH2:4][CH2:3][N:2]([CH3:1])[CH2:7][CH2:6]3)=[CH:9][C:10]=2[N:14]=1. (7) The product is: [CH2:32]([O:31][CH2:30][C:27]1([CH2:26][N:12]2[CH:13]=[C:9]([B:4]3[O:5][C:6]([CH3:7])([CH3:8])[C:2]([CH3:14])([CH3:1])[O:3]3)[CH:10]=[N:11]2)[CH2:29][CH2:28]1)[C:33]1[CH:38]=[CH:37][CH:36]=[CH:35][CH:34]=1. Given the reactants [CH3:1][C:2]1([CH3:14])[C:6]([CH3:8])([CH3:7])[O:5][B:4]([C:9]2[CH:10]=[N:11][NH:12][CH:13]=2)[O:3]1.C(=O)([O-])[O-].[Cs+].[Cs+].CS(O[CH2:26][C:27]1([CH2:30][O:31][CH2:32][C:33]2[CH:38]=[CH:37][CH:36]=[CH:35][CH:34]=2)[CH2:29][CH2:28]1)(=O)=O.O, predict the reaction product. (8) The product is: [CH3:24][O:25][CH2:26][CH2:27][N:28]([CH3:36])[C:29]1[N:30]=[CH:31][C:32]([NH:35][C:21]([C:14]2[O:13][C:12]([C:7]3[CH:8]=[CH:9][CH:10]=[CH:11][C:6]=3[O:5][CH2:4][CH2:3][O:2][CH3:1])=[N:16][C:15]=2[C:17]([F:18])([F:19])[F:20])=[O:22])=[CH:33][CH:34]=1. Given the reactants [CH3:1][O:2][CH2:3][CH2:4][O:5][C:6]1[CH:11]=[CH:10][CH:9]=[CH:8][C:7]=1[C:12]1[O:13][C:14]([C:21](O)=[O:22])=[C:15]([C:17]([F:20])([F:19])[F:18])[N:16]=1.[CH3:24][O:25][CH2:26][CH2:27][N:28]([CH3:36])[C:29]1[CH:34]=[CH:33][C:32]([NH2:35])=[CH:31][N:30]=1, predict the reaction product. (9) Given the reactants [CH2:1]([O:3][C:4](=[O:17])[C:5](=O)[CH2:6][C:7]([C:9]1[CH:14]=[CH:13][C:12]([CH3:15])=[CH:11][N:10]=1)=O)[CH3:2].[NH:18]([C:20]1[S:21][CH:22]=[CH:23][N:24]=1)[NH2:19].Cl, predict the reaction product. The product is: [CH2:1]([O:3][C:4]([C:5]1[CH:6]=[C:7]([C:9]2[CH:14]=[CH:13][C:12]([CH3:15])=[CH:11][N:10]=2)[N:18]([C:20]2[S:21][CH:22]=[CH:23][N:24]=2)[N:19]=1)=[O:17])[CH3:2].